Predict which catalyst facilitates the given reaction. From a dataset of Catalyst prediction with 721,799 reactions and 888 catalyst types from USPTO. (1) Reactant: [CH2:1]1[C:5]2[CH2:6][NH:7][CH2:8][C:4]=2[CH2:3][N:2]1[C:9]([O:11][C:12]([CH3:15])([CH3:14])[CH3:13])=[O:10].Br[C:17]1[S:18][C:19]([C:22]([O:24][CH2:25][CH3:26])=[O:23])=[CH:20][N:21]=1.C(N(CC)CC)C. Product: [CH2:25]([O:24][C:22]([C:19]1[S:18][C:17]([N:7]2[CH2:6][C:5]3[CH2:1][N:2]([C:9]([O:11][C:12]([CH3:15])([CH3:14])[CH3:13])=[O:10])[CH2:3][C:4]=3[CH2:8]2)=[N:21][CH:20]=1)=[O:23])[CH3:26]. The catalyst class is: 3. (2) Reactant: [CH:1]([C:3]1[N:8]=[C:7]([C:9]([OH:11])=[O:10])[CH:6]=[CH:5][CH:4]=1)=O.[CH3:12][NH:13][CH3:14].C(O)(=O)C.C(O[BH-](OC(=O)C)OC(=O)C)(=O)C.[Na+]. Product: [CH3:12][N:13]([CH2:1][C:3]1[N:8]=[C:7]([C:9]([OH:11])=[O:10])[CH:6]=[CH:5][CH:4]=1)[CH3:14]. The catalyst class is: 4. (3) Reactant: [Cl:1][C:2]1[C:11]2[N:10]=[C:9]([CH3:12])[C:8]([CH2:13][C:14]3[CH:19]=[CH:18][C:17]([Cl:20])=[CH:16][CH:15]=3)=[C:7]([CH3:21])[C:6]=2[C:5]([OH:22])=[CH:4][CH:3]=1.CN(C)C=O.C(=O)([O-])[O-].[K+].[K+].Br[CH2:35][C:36]#[N:37]. Product: [Cl:1][C:2]1[CH:3]=[CH:4][C:5]([O:22][CH2:35][C:36]#[N:37])=[C:6]2[C:11]=1[N:10]=[C:9]([CH3:12])[C:8]([CH2:13][C:14]1[CH:19]=[CH:18][C:17]([Cl:20])=[CH:16][CH:15]=1)=[C:7]2[CH3:21]. The catalyst class is: 13. (4) Reactant: [CH3:1][S:2]([N:5]1[CH2:10][CH2:9][CH:8]([S:11]([C:14]([CH3:36])([CH3:35])[C:15]([NH:17][C:18]2[O:22][N:21]=[C:20]([C:23]([CH3:34])([C@@H:25]([O:27]C3CCCCO3)[CH3:26])[CH3:24])[CH:19]=2)=[O:16])(=[O:13])=[O:12])[CH2:7][CH2:6]1)(=[O:4])=[O:3].CC1C=CC(S(O)(=O)=O)=CC=1. Product: [OH:27][C@@H:25]([CH3:26])[C:23]([C:20]1[CH:19]=[C:18]([NH:17][C:15](=[O:16])[C:14]([S:11]([CH:8]2[CH2:7][CH2:6][N:5]([S:2]([CH3:1])(=[O:3])=[O:4])[CH2:10][CH2:9]2)(=[O:12])=[O:13])([CH3:36])[CH3:35])[O:22][N:21]=1)([CH3:34])[CH3:24]. The catalyst class is: 38. (5) Reactant: [CH:1]([O:4][C:5]([C:7]1[N:8]([CH:12]2[C:21]3[C:16](=[CH:17][CH:18]=[C:19]([N+:22]([O-])=O)[CH:20]=3)[CH2:15][CH2:14][CH2:13]2)[CH:9]=[N:10][CH:11]=1)=[O:6])([CH3:3])[CH3:2].[CH2:25]([OH:27])[CH3:26]. Product: [CH:1]([O:4][C:5]([C:7]1[N:8]([CH:12]2[C:21]3[C:16](=[CH:17][CH:18]=[C:19]([NH:22][C:25](=[O:27])[CH3:26])[CH:20]=3)[CH2:15][CH2:14][CH2:13]2)[CH:9]=[N:10][CH:11]=1)=[O:6])([CH3:3])[CH3:2]. The catalyst class is: 45. (6) Product: [Br:11][C:7]1[C:6]2[N:1]=[CH:2][NH:3][C:4](=[O:10])[C:5]=2[NH:9][CH:8]=1. The catalyst class is: 18. Reactant: [N:1]1[C:6]2[CH:7]=[CH:8][NH:9][C:5]=2[C:4](=[O:10])[NH:3][CH:2]=1.[Br:11]N1C(=O)CCC1=O. (7) Reactant: [Cl:1][C:2]1[C:7]([C:8]([NH:10][C:11]2[CH:16]=[CH:15][CH:14]=[CH:13][CH:12]=2)=[O:9])=[C:6]([CH3:17])[C:5]([N+:18]([O-])=O)=[CH:4][CH:3]=1.ClC1C([N+]([O-])=O)=CC=C(C)C=1C(NC1C=CC=CC=1)=O.O.O.Cl[Sn]Cl. Product: [NH2:18][C:5]1[C:6]([CH3:17])=[C:7]([C:2]([Cl:1])=[CH:3][CH:4]=1)[C:8]([NH:10][C:11]1[CH:16]=[CH:15][CH:14]=[CH:13][CH:12]=1)=[O:9]. The catalyst class is: 14.